Dataset: Reaction yield outcomes from USPTO patents with 853,638 reactions. Task: Predict the reaction yield, written as a fraction of the theoretical maximum amount of product (1.0 means a 100% yield; for example, 0.34 means a 34% yield). (1) The reactants are [C:1]1([C:7]2[CH:12]=[C:11]([CH:13]3[CH2:18][NH:17][S:16](=[O:20])(=[O:19])[NH:15][CH2:14]3)[CH:10]=[CH:9][C:8]=2[NH2:21])[CH2:6][CH2:5][CH2:4][CH2:3][CH:2]=1.[C:22]([C:24]1[N:25]=[C:26]([C:37](O)=[O:38])[N:27](COCC[Si](C)(C)C)[CH:28]=1)#[N:23].[K+].C(C1N=C(C([O-])=O)N(COCC[Si](C)(C)C)C=1)#N. No catalyst specified. The product is [C:1]1([C:7]2[CH:12]=[C:11]([CH:13]3[CH2:14][NH:15][S:16](=[O:20])(=[O:19])[NH:17][CH2:18]3)[CH:10]=[CH:9][C:8]=2[NH:21][C:37]([C:26]2[NH:27][CH:28]=[C:24]([C:22]#[N:23])[N:25]=2)=[O:38])[CH2:6][CH2:5][CH2:4][CH2:3][CH:2]=1. The yield is 0.250. (2) The reactants are [CH3:1][N:2]1[CH:6]=[C:5]([CH2:7][C:8]([O:10]C)=[O:9])[C:4]([O:12][CH2:13][C:14]2[CH:15]=[N:16][C:17]([O:20][CH2:21][C:22]3[N:23]=[C:24]([C:28]4[CH:33]=[CH:32][CH:31]=[CH:30][CH:29]=4)[S:25][C:26]=3[CH3:27])=[CH:18][CH:19]=2)=[N:3]1.[OH-].[Na+].O1CCCC1.Cl. The catalyst is C(O)C. The product is [CH3:1][N:2]1[CH:6]=[C:5]([CH2:7][C:8]([OH:10])=[O:9])[C:4]([O:12][CH2:13][C:14]2[CH:15]=[N:16][C:17]([O:20][CH2:21][C:22]3[N:23]=[C:24]([C:28]4[CH:29]=[CH:30][CH:31]=[CH:32][CH:33]=4)[S:25][C:26]=3[CH3:27])=[CH:18][CH:19]=2)=[N:3]1. The yield is 0.850. (3) The reactants are [C:1]([O:5][C:6]([N:8]1[CH2:14][CH:13]2[CH:9]1[CH2:10][NH:11][CH2:12]2)=[O:7])([CH3:4])([CH3:3])[CH3:2].[Br:15][C:16]1[CH:28]=[CH:27][C:26]2[C:25]3[C:20](=[CH:21][C:22](Br)=[CH:23][CH:24]=3)[C:19](=[O:30])[C:18]=2[CH:17]=1.CC(C)([O-])C.[Na+].C1(P(C2C=CC=CC=2)C2C=CC3C(=CC=CC=3)C=2C2C3C(=CC=CC=3)C=CC=2P(C2C=CC=CC=2)C2C=CC=CC=2)C=CC=CC=1. The catalyst is C1(C)C=CC=CC=1.C1C=CC(/C=C/C(/C=C/C2C=CC=CC=2)=O)=CC=1.C1C=CC(/C=C/C(/C=C/C2C=CC=CC=2)=O)=CC=1.C1C=CC(/C=C/C(/C=C/C2C=CC=CC=2)=O)=CC=1.[Pd].[Pd]. The product is [C:1]([O:5][C:6]([N:8]1[CH2:14][C@@H:13]2[C@@H:9]1[CH2:10][N:11]([C:22]1[CH:23]=[CH:24][C:25]3[C:26]4[C:18](=[CH:17][C:16]([Br:15])=[CH:28][CH:27]=4)[C:19](=[O:30])[C:20]=3[CH:21]=1)[CH2:12]2)=[O:7])([CH3:4])([CH3:2])[CH3:3]. The yield is 0.550. (4) The reactants are [CH3:1][S:2](Cl)(=[O:4])=[O:3].[CH3:6][C:7]1[CH:16]=[CH:15][C:14]2[C:9](=[CH:10][CH:11]=[CH:12][C:13]=2[N:17]2[CH2:22][CH2:21][N:20]([CH2:23][CH2:24][C:25]3[CH:26]=[C:27]([CH:29]=[CH:30][CH:31]=3)[NH2:28])[CH2:19][CH2:18]2)[N:8]=1. The catalyst is N1C=CC=CC=1. The product is [CH3:6][C:7]1[CH:16]=[CH:15][C:14]2[C:9](=[CH:10][CH:11]=[CH:12][C:13]=2[N:17]2[CH2:18][CH2:19][N:20]([CH2:23][CH2:24][C:25]3[CH:26]=[C:27]([NH:28][S:2]([CH3:1])(=[O:4])=[O:3])[CH:29]=[CH:30][CH:31]=3)[CH2:21][CH2:22]2)[N:8]=1. The yield is 0.440. (5) The reactants are [NH2:1][C:2]1[S:3][CH:4]=[CH:5][C:6]=1[C:7]([O:9]CC)=O.Cl.Cl[C:14]([NH2:16])=[NH:15].CS(C)(=O)=O.[OH-].[NH4+]. The yield is 0.710. The product is [NH2:15][C:14]1[NH:16][C:7](=[O:9])[C:6]2[CH:5]=[CH:4][S:3][C:2]=2[N:1]=1. The catalyst is O. (6) The reactants are Br[CH2:2][CH2:3][O:4][C:5]1[CH:10]=[CH:9][C:8]([NH:11][C:12](=[O:20])[C:13]2[CH:18]=[CH:17][CH:16]=[C:15]([F:19])[CH:14]=2)=[CH:7][C:6]=1[C:21]1[N:25]([CH3:26])[N:24]=[CH:23][CH:22]=1.[NH2:27][C:28]1[N:32]=[CH:31][NH:30][N:29]=1.[H-].[Na+]. The catalyst is CC(N(C)C)=O. The product is [F:19][C:15]1[CH:14]=[C:13]([CH:18]=[CH:17][CH:16]=1)[C:12]([NH:11][C:8]1[CH:9]=[CH:10][C:5]([O:4][CH2:3][CH2:2][NH:27][C:28]2[N:32]=[CH:31][NH:30][N:29]=2)=[C:6]([C:21]2[N:25]([CH3:26])[N:24]=[CH:23][CH:22]=2)[CH:7]=1)=[O:20]. The yield is 0.480.